Dataset: Full USPTO retrosynthesis dataset with 1.9M reactions from patents (1976-2016). Task: Predict the reactants needed to synthesize the given product. The reactants are: C[O:2][C:3](=[O:47])[CH2:4][C@H:5]([OH:46])[CH2:6][C@H:7]([OH:45])[CH2:8][CH2:9][C:10]1[N:11]([CH:42]([CH3:44])[CH3:43])[C:12]([C:29](=[O:41])[NH:30][C@H:31]([C:33]2[CH:38]=[CH:37][C:36]([O:39][CH3:40])=[CH:35][CH:34]=2)[CH3:32])=[C:13]([C:22]2[CH:27]=[CH:26][C:25]([F:28])=[CH:24][CH:23]=2)[C:14]=1[C:15]1[CH:20]=[CH:19][C:18]([F:21])=[CH:17][CH:16]=1.C(O)C.O.[OH-].[Na+:53]. Given the product [Na+:53].[F:21][C:18]1[CH:19]=[CH:20][C:15]([C:14]2[C:13]([C:22]3[CH:27]=[CH:26][C:25]([F:28])=[CH:24][CH:23]=3)=[C:12]([C:29](=[O:41])[NH:30][C@H:31]([C:33]3[CH:38]=[CH:37][C:36]([O:39][CH3:40])=[CH:35][CH:34]=3)[CH3:32])[N:11]([CH:42]([CH3:44])[CH3:43])[C:10]=2[CH2:9][CH2:8][C@@H:7]([OH:45])[CH2:6][C@@H:5]([OH:46])[CH2:4][C:3]([O-:47])=[O:2])=[CH:16][CH:17]=1, predict the reactants needed to synthesize it.